This data is from Peptide-MHC class I binding affinity with 185,985 pairs from IEDB/IMGT. The task is: Regression. Given a peptide amino acid sequence and an MHC pseudo amino acid sequence, predict their binding affinity value. This is MHC class I binding data. (1) The MHC is HLA-A02:03 with pseudo-sequence HLA-A02:03. The peptide sequence is FLLGLLVHV. The binding affinity (normalized) is 0.858. (2) The peptide sequence is QKALFMHCK. The MHC is HLA-A11:01 with pseudo-sequence HLA-A11:01. The binding affinity (normalized) is 0.345. (3) The peptide sequence is LYLYALIYF. The MHC is HLA-A23:01 with pseudo-sequence HLA-A23:01. The binding affinity (normalized) is 1.00. (4) The peptide sequence is EECDSELEI. The MHC is HLA-B39:01 with pseudo-sequence HLA-B39:01. The binding affinity (normalized) is 0.213. (5) The peptide sequence is QPQLPYPQPQL. The MHC is HLA-B07:02 with pseudo-sequence HLA-B07:02. The binding affinity (normalized) is 0.152. (6) The MHC is H-2-Kb with pseudo-sequence H-2-Kb. The peptide sequence is SGLQVAGA. The binding affinity (normalized) is 0.